This data is from Forward reaction prediction with 1.9M reactions from USPTO patents (1976-2016). The task is: Predict the product of the given reaction. Given the reactants [NH2:1][C:2]1[CH:3]=[N:4][C:5]2[C:6]([CH3:14])([CH3:13])[CH2:7][N:8]([CH3:12])[CH2:9][C:10]=2[CH:11]=1.[C:15]([Cl:23])(=[O:22])[C:16]1[CH:21]=[CH:20][CH:19]=[CH:18][CH:17]=1, predict the reaction product. The product is: [ClH:23].[CH3:12][N:8]1[CH2:7][C:6]([CH3:14])([CH3:13])[C:5]2[N:4]=[CH:3][C:2]([NH:1][C:15](=[O:22])[C:16]3[CH:21]=[CH:20][CH:19]=[CH:18][CH:17]=3)=[CH:11][C:10]=2[CH2:9]1.